This data is from Full USPTO retrosynthesis dataset with 1.9M reactions from patents (1976-2016). The task is: Predict the reactants needed to synthesize the given product. (1) The reactants are: [F:1][C:2]1[CH:3]=[CH:4][C:5]([O:9][CH2:10]/[CH:11]=[CH:12]/[C:13]2[CH:18]=[CH:17][CH:16]=[CH:15][CH:14]=2)=[C:6]([CH:8]=1)[NH2:7].Cl.[CH2:20]([O:22][C:23](=[O:29])[CH:24]([Cl:28])C(C)=O)[CH3:21].[N:30]([O-])=O.[Na+].CC([O-])=O.[Na+]. Given the product [Cl:28]/[C:24](=[N:30]/[NH:7][C:6]1[CH:8]=[C:2]([F:1])[CH:3]=[CH:4][C:5]=1[O:9][CH2:10]/[CH:11]=[CH:12]/[C:13]1[CH:14]=[CH:15][CH:16]=[CH:17][CH:18]=1)/[C:23]([O:22][CH2:20][CH3:21])=[O:29], predict the reactants needed to synthesize it. (2) Given the product [Br:13][C:8]1[N:9]=[C:4]([CH:1]([CH3:3])[CH3:2])[CH:5]=[CH:6][C:7]=1[C:11]#[N:12], predict the reactants needed to synthesize it. The reactants are: [CH:1]([C:4]1[NH:9][C:8](=O)[C:7]([C:11]#[N:12])=[CH:6][CH:5]=1)([CH3:3])[CH3:2].[Br-:13].O=P12OP3(OP(OP(O3)(O1)=O)(=O)O2)=O.O. (3) Given the product [Br:1][C:2]1[CH:3]=[C:4]2[C:9]([CH:8]=[CH:7][C:6]([B:18]([OH:21])[OH:19])=[CH:5]2)=[CH:10][CH:11]=1, predict the reactants needed to synthesize it. The reactants are: [Br:1][C:2]1[CH:11]=[CH:10][C:9]2[C:4](=[CH:5][C:6](Br)=[CH:7][CH:8]=2)[CH:3]=1.C([Li])CCC.[B:18](OC)([O:21]C)[O:19]C.Cl. (4) Given the product [CH2:16]([O:15][C:11]([C:6]12[CH2:7][CH:8]([CH2:4][CH2:5]1)[CH:9]=[CH:10]2)=[O:14])[CH2:17][CH2:18][CH3:19], predict the reactants needed to synthesize it. The reactants are: C1[CH:5]2[C@@H:6]3[CH:10]=[CH:9][C@H:8]([CH:4]2C=C1)[CH2:7]3.[C:11]([O:15][CH2:16][CH2:17][CH2:18][CH3:19])(=[O:14])C=C.C1(C=CC(O)=CC=1)O. (5) Given the product [O:21]1[CH:22]=[CH:23][CH:24]=[C:20]1[C:13]1[C:14]2[C:15](=[O:17])[C:7]([C:25]#[N:26])=[CH:8][NH:9][C:10]=2[S:11][CH:12]=1, predict the reactants needed to synthesize it. The reactants are: C(OC(=O)/[C:7](/[C:25]#[N:26])=[CH:8]\[NH:9][C:10]1[S:11][CH:12]=[C:13]([C:20]2[O:21][CH:22]=[CH:23][CH:24]=2)[C:14]=1[C:15]([O:17]CC)=O)(C)(C)C.C(#N)C.C(O)(C(F)(F)F)=O. (6) Given the product [CH:16]1([NH:15][C:12]2[CH:11]=[CH:10][C:9]([C:8]#[C:7][C:1]3[CH:6]=[CH:5][CH:4]=[CH:3][CH:2]=3)=[CH:14][N:13]=2)[CH2:20][CH2:19][CH2:18][CH2:17]1, predict the reactants needed to synthesize it. The reactants are: [C:1]1([C:7]#[C:8][C:9]2[CH:10]=[CH:11][C:12]([NH2:15])=[N:13][CH:14]=2)[CH:6]=[CH:5][CH:4]=[CH:3][CH:2]=1.[C:16]1(=O)[CH2:20][CH2:19][CH2:18][CH2:17]1.B.N1C=CC=CC=1C. (7) Given the product [C:1]([O:5][C:6]([N:8]1[CH2:13][CH2:12][CH:11]([CH:14]2[O:23][C:17]3=[CH:18][N:19]=[C:20]([C:32]4[CH:31]=[CH:30][C:29]([S:26](=[O:27])(=[O:28])[NH:25][CH3:24])=[CH:34][CH:33]=4)[CH:21]=[C:16]3[CH2:15]2)[CH2:10][CH2:9]1)=[O:7])([CH3:4])([CH3:3])[CH3:2], predict the reactants needed to synthesize it. The reactants are: [C:1]([O:5][C:6]([N:8]1[CH2:13][CH2:12][CH:11]([CH:14]2[O:23][C:17]3=[CH:18][N:19]=[C:20](Cl)[CH:21]=[C:16]3[CH2:15]2)[CH2:10][CH2:9]1)=[O:7])([CH3:4])([CH3:3])[CH3:2].[CH3:24][NH:25][S:26]([C:29]1[CH:34]=[CH:33][C:32](B(O)O)=[CH:31][CH:30]=1)(=[O:28])=[O:27].